This data is from Retrosynthesis with 50K atom-mapped reactions and 10 reaction types from USPTO. The task is: Predict the reactants needed to synthesize the given product. (1) Given the product Fc1cc2nc(-c3cccnc3Cl)n(Cc3ccccc3)c2cc1F, predict the reactants needed to synthesize it. The reactants are: BrCc1ccccc1.Fc1cc2nc(-c3cccnc3Cl)[nH]c2cc1F. (2) Given the product CC(C)c1ccc(CCN(Cc2nccs2)S(=O)(=O)c2cc(C#N)ccc2O)cc1, predict the reactants needed to synthesize it. The reactants are: COc1ccc(C#N)cc1S(=O)(=O)N(CCc1ccc(C(C)C)cc1)Cc1nccs1. (3) Given the product COC(=O)C[C@@H](NS(=O)(=O)c1cccc2c(N(C)C)cccc12)c1ccc(NC(=O)Cc2ccc(NC(=O)Nc3ccccc3C)c(OC)c2)cc1, predict the reactants needed to synthesize it. The reactants are: CN(C)c1cccc2c(S(=O)(=O)Cl)cccc12.COC(=O)C[C@@H](N)c1ccc(NC(=O)Cc2ccc(NC(=O)Nc3ccccc3C)c(OC)c2)cc1. (4) Given the product O=C1CN(C(=O)CNc2cc(C(F)(F)F)cc(C(F)(F)F)c2)CCN1, predict the reactants needed to synthesize it. The reactants are: O=C(O)CNc1cc(C(F)(F)F)cc(C(F)(F)F)c1.O=C1CNCCN1. (5) Given the product CCc1nc2ccccc2n1-c1nc(N2CCOCC2)c2nc(CN3CC(N4CCC(O)CC4)C3)n(C)c2n1, predict the reactants needed to synthesize it. The reactants are: CCc1nc2ccccc2n1-c1nc(N2CCOCC2)c2nc(C=O)n(C)c2n1.OC1CCN(C2CNC2)CC1. (6) The reactants are: Cc1c(Br)cc2c(c1C(C)(C)O)OCC2(C)C. Given the product Cc1c(Br)cc2c(c1C(C)C)OCC2(C)C, predict the reactants needed to synthesize it.